Dataset: Forward reaction prediction with 1.9M reactions from USPTO patents (1976-2016). Task: Predict the product of the given reaction. (1) Given the reactants Br[C:2]1[CH:7]=[CH:6][C:5]([C:8]([N:10]2[CH2:14][CH2:13][CH2:12][C@H:11]2[CH2:15][N:16]2[CH2:20][CH2:19][CH2:18][CH2:17]2)=[O:9])=[C:4]([F:21])[CH:3]=1.[CH3:22][O:23][C:24]1[CH:25]=[C:26](B(O)O)[CH:27]=[CH:28][C:29]=1[O:30][CH3:31], predict the reaction product. The product is: [F:21][C:4]1[CH:3]=[C:2]([C:27]2[CH:26]=[CH:25][C:24]([O:23][CH3:22])=[C:29]([O:30][CH3:31])[CH:28]=2)[CH:7]=[CH:6][C:5]=1[C:8]([N:10]1[CH2:14][CH2:13][CH2:12][C@H:11]1[CH2:15][N:16]1[CH2:20][CH2:19][CH2:18][CH2:17]1)=[O:9]. (2) Given the reactants [C:9](O[C:9]([O:11][C:12]([CH3:15])([CH3:14])[CH3:13])=[O:10])([O:11][C:12]([CH3:15])([CH3:14])[CH3:13])=[O:10].[NH2:16][C:17]1[CH:22]=[CH:21][C:20]([CH3:23])=[CH:19][N:18]=1, predict the reaction product. The product is: [C:12]([O:11][C:9](=[O:10])[NH:16][C:17]1[CH:22]=[CH:21][C:20]([CH3:23])=[CH:19][N:18]=1)([CH3:13])([CH3:14])[CH3:15]. (3) Given the reactants [NH2:1][CH2:2][C@@H:3]1[C@H:8]([CH3:9])[CH2:7][CH2:6][CH2:5][N:4]1[C:10]([C:12]1[N:13]=[C:14]([CH3:24])[S:15][C:16]=1[C:17]1[CH:22]=[CH:21][C:20]([F:23])=[CH:19][CH:18]=1)=[O:11].F[C:26]1[CH:31]=[CH:30][C:29]([Cl:32])=[CH:28][N:27]=1.C([O-])([O-])=O.[K+].[K+], predict the reaction product. The product is: [Cl:32][C:29]1[CH:30]=[CH:31][C:26]([NH:1][CH2:2][C@@H:3]2[C@H:8]([CH3:9])[CH2:7][CH2:6][CH2:5][N:4]2[C:10]([C:12]2[N:13]=[C:14]([CH3:24])[S:15][C:16]=2[C:17]2[CH:18]=[CH:19][C:20]([F:23])=[CH:21][CH:22]=2)=[O:11])=[N:27][CH:28]=1. (4) Given the reactants [CH3:1][O:2][N-]C.[C:5]1([Mg]Br)[CH:10]=[CH:9][CH:8]=[CH:7][CH:6]=1.Cl.CCO[CH2:17][CH3:18], predict the reaction product. The product is: [CH:18]1([C:1]([C:5]2[CH:10]=[CH:9][CH:8]=[CH:7][CH:6]=2)=[O:2])[CH2:17][CH2:7][CH:6]=[CH:5][CH2:10][CH2:9]1. (5) Given the reactants [CH3:1][O:2][CH2:3][CH2:4][CH2:5][CH2:6][C:7]1[CH:12]=[CH:11][N:10]=[CH:9][C:8]=1[O:13]C(=O)C.C(OCC)C.CCCCC, predict the reaction product. The product is: [CH3:1][O:2][CH2:3][CH2:4][CH2:5][CH2:6][C:7]1[CH:12]=[CH:11][N:10]=[CH:9][C:8]=1[OH:13]. (6) Given the reactants I[C:2]1[CH:3]=[CH:4][CH:5]=[C:6]2[C:11]=1[O:10][C:9](=[O:12])[CH:8]=[CH:7]2.C([Mg][Cl:17])(C)C.[Li+].[Cl-].[C:20]1([P:26](Cl)Cl)[CH:25]=[CH:24][CH:23]=[CH:22][CH:21]=1, predict the reaction product. The product is: [Cl-:17].[O:10]1[C:11]2[C:6](=[CH:5][CH:4]=[CH:3][C:2]=2[PH:26][C:20]2[CH:25]=[CH:24][CH:23]=[CH:22][CH:21]=2)[CH:7]=[CH:8][C:9]1=[O:12].